From a dataset of Experimentally validated miRNA-target interactions with 360,000+ pairs, plus equal number of negative samples. Binary Classification. Given a miRNA mature sequence and a target amino acid sequence, predict their likelihood of interaction. (1) The miRNA is hsa-miR-4768-5p with sequence AUUCUCUCUGGAUCCCAUGGAU. The protein sequence of the target gene is MSNEVETSATNGQPDQQAAPKAPSKKEKKKGPEKTDEYLLARFKGDGVKYKAKLIGIDDVPDARGDKMSQDSMMKLKGMAAAGRSQGQHKQRIWVNISLSGIKIIDEKTGVIEHEHPVNKISFIARDVTDNRAFGYVCGGEGQHQFFAIKTGQQAEPLVVDLKDLFQVIYNVKKKEEEKKKIEEASKAVENGSEALMILDDQTNKLKSGVDQMDLFGDMSTPPDLNSPTESKDILLVDLNSEIDTNQNSLRENPFLTNGITSCSLPRPTPQASFLPENAFSANLNFFPTPNPDPFRDDPF.... Result: 0 (no interaction). (2) The miRNA is mmu-miR-669p-3p with sequence CAUAACAUACACACACACACGUAU. The protein sequence of the target gene is MPAVDKLLLEEALQDSPQTRSLLSVFEEDAGTLTDYTNQLLQAMQRVYGAQNEMCLATQQLSKQLLAYEKQNFALGKGDEEVISTLHYFSKVVDELNLLHTELAKQLADTMVLPIIQFREKDLTEVSTLKDLFGLASNEHDLSMAKYSRLPKKKENEKVKTEVGKEVAAARRKQHLSSLQYYCALNALQYRKQMAMMEPMIGFAHGQINFFKKGAEMFSKRMDSFLSSVADMVQSIQVELEAEAEKMRVSQQELLSVDESVYTPDSDVAAPQINRNLIQKAGYLNLRNKTGLVTTTWERL.... Result: 0 (no interaction).